This data is from Retrosynthesis with 50K atom-mapped reactions and 10 reaction types from USPTO. The task is: Predict the reactants needed to synthesize the given product. (1) Given the product CN(C/C=C/C#CC(C)(C)C)Cc1cccc2ccccc12, predict the reactants needed to synthesize it. The reactants are: CNC/C=C/C#CC(C)(C)C.ClCc1cccc2ccccc12. (2) The reactants are: CN(C)C(=O)C(C#N)c1cc(Cl)ncn1.COc1ccccc1-c1cn(S(=O)(=O)c2ccc(C)cc2)c2ncc(B3OC(C)(C)C(C)(C)O3)cc12. Given the product COc1ccccc1-c1cn(S(=O)(=O)c2ccc(C)cc2)c2ncc(-c3cc(C(C#N)C(=O)N(C)C)ncn3)cc12, predict the reactants needed to synthesize it. (3) Given the product COC(=O)c1ccc([C@H](C)NC(=O)[C@H]2CCC3CC3N2)cc1, predict the reactants needed to synthesize it. The reactants are: COC(=O)c1ccc([C@H](C)NC(=O)[C@H]2CCC3CC3N2C(=O)OC(C)(C)C)cc1. (4) Given the product COc1ccc(Cl)cc1C(=O)N[C@H]1[C@H](c2ccccc2)C1(C)C, predict the reactants needed to synthesize it. The reactants are: CC1(C)[C@@H](N)[C@@H]1c1ccccc1.COc1ccc(Cl)cc1C(=O)O. (5) Given the product CN1Cc2ccccc2-n2c(nnc2C2CCN(c3ccccn3)CC2)C1, predict the reactants needed to synthesize it. The reactants are: C=O.c1ccc(N2CCC(c3nnc4n3-c3ccccc3CNC4)CC2)nc1. (6) The reactants are: Cn1c(=O)c2c(CO)c(Cc3ccccc3C(F)(F)F)sc2n(CC2CC2)c1=O.Oc1ccccc1. Given the product Cn1c(=O)c2c(COc3ccccc3)c(Cc3ccccc3C(F)(F)F)sc2n(CC2CC2)c1=O, predict the reactants needed to synthesize it. (7) Given the product CC(C)(C)OC(=O)N1CCN(C(=O)C2CCCCN2)CC1, predict the reactants needed to synthesize it. The reactants are: CC(C)(C)OC(=O)N1CCN(C(=O)C2CCCCN2C(=O)OCc2ccccc2)CC1. (8) Given the product CC1(C)Cc2cc(O)c3c(c2C(c2cccc([N+](=O)[O-])c2)=N1)CC(C)(C)O3, predict the reactants needed to synthesize it. The reactants are: COc1cc2c(c3c1OC(C)(C)C3)C(c1cccc([N+](=O)[O-])c1)=NC(C)(C)C2. (9) Given the product CC(C)=CCN(C)C(C)(C)CNC(=O)c1ccccc1, predict the reactants needed to synthesize it. The reactants are: CC(C)=CCBr.CNC(C)(C)CNC(=O)c1ccccc1. (10) Given the product C[C@@H]1C[C@@](C)(c2cccc(-c3cncnc3)c2)N=C(NC(=O)OC(C)(C)C)S1, predict the reactants needed to synthesize it. The reactants are: C[C@@H]1C[C@@](C)(c2cccc(Br)c2)N=C(NC(=O)OC(C)(C)C)S1.OB(O)c1cncnc1.